From a dataset of Catalyst prediction with 721,799 reactions and 888 catalyst types from USPTO. Predict which catalyst facilitates the given reaction. (1) The catalyst class is: 28. Reactant: [C:1]([CH2:3][CH2:4][NH:5][C:6](=[O:12])[O:7][C:8]([CH3:11])([CH3:10])[CH3:9])#[N:2].C(O)C.[NH2:16][OH:17]. Product: [OH:17][NH:16][C:1](=[NH:2])[CH2:3][CH2:4][NH:5][C:6](=[O:12])[O:7][C:8]([CH3:9])([CH3:10])[CH3:11]. (2) Product: [C:38]([O:37][C:35]([N:6]1[CH:5]([C:3]([OH:4])=[O:2])[CH2:18][C:17]2[CH:16]=[C:15]3[C:10]([O:11][C@@H:12]([C:19]4[CH:24]=[CH:23][C:22]([O:25][CH2:26][C:27]5[CH:32]=[CH:31][C:30]([Cl:33])=[C:29]([Cl:34])[CH:28]=5)=[CH:21][CH:20]=4)[CH2:13][NH:14]3)=[CH:9][C:8]=2[CH2:7]1)=[O:36])([CH3:41])([CH3:39])[CH3:40]. The catalyst class is: 36. Reactant: C[O:2][C:3]([CH:5]1[CH2:18][C:17]2[CH:16]=[C:15]3[C:10]([O:11][C@@H:12]([C:19]4[CH:24]=[CH:23][C:22]([O:25][CH2:26][C:27]5[CH:32]=[CH:31][C:30]([Cl:33])=[C:29]([Cl:34])[CH:28]=5)=[CH:21][CH:20]=4)[CH2:13][NH:14]3)=[CH:9][C:8]=2[CH2:7][N:6]1[C:35]([O:37][C:38]([CH3:41])([CH3:40])[CH3:39])=[O:36])=[O:4].[OH-].[Li+].Cl. (3) Reactant: N(C(OC(C)(C)C)=O)=NC(OC(C)(C)C)=O.C1(P(C2C=CC=CC=2)C2C=CC=CC=2)C=CC=CC=1.[C:36]([C:40]1[CH:44]=[C:43]([NH:45][C:46](=[O:61])[C:47]([CH3:60])([S:51]([CH:54]2[CH2:59][CH2:58][O:57][CH2:56][CH2:55]2)(=[O:53])=[O:52])[CH2:48][CH2:49]O)[O:42][N:41]=1)([CH3:39])([CH3:38])[CH3:37]. Product: [C:36]([C:40]1[CH:44]=[C:43]([N:45]2[CH2:49][CH2:48][C:47]([CH3:60])([S:51]([CH:54]3[CH2:55][CH2:56][O:57][CH2:58][CH2:59]3)(=[O:52])=[O:53])[C:46]2=[O:61])[O:42][N:41]=1)([CH3:37])([CH3:39])[CH3:38]. The catalyst class is: 2. (4) Reactant: [CH3:1][N:2]([C:9](=[O:18])[C:10]#[C:11][C:12]1[CH:17]=[CH:16][CH:15]=[CH:14][CH:13]=1)[CH2:3][C:4]([O:6][CH2:7][CH3:8])=[O:5].O. Product: [CH3:1][N:2]1[C:9](=[O:18])[CH:10]=[C:11]([C:12]2[CH:13]=[CH:14][CH:15]=[CH:16][CH:17]=2)[CH:3]1[C:4]([O:6][CH2:7][CH3:8])=[O:5]. The catalyst class is: 76. (5) Product: [CH:1]([C:4]1[C:12](/[CH:13]=[N:16]/[NH:17][C:18]([NH2:20])=[O:19])=[C:7]2[CH:8]=[CH:9][CH:10]=[CH:11][N:6]2[N:5]=1)([CH3:2])[CH3:3]. The catalyst class is: 5. Reactant: [CH:1]([C:4]1[C:12]([CH:13]=O)=[C:7]2[CH:8]=[CH:9][CH:10]=[CH:11][N:6]2[N:5]=1)([CH3:3])[CH3:2].Cl.[NH2:16][NH:17][C:18]([NH2:20])=[O:19].C(N(CC)CC)C. (6) Reactant: [CH3:1][N:2]1[C:10]2[C:5](=[C:6]([CH3:14])[C:7]([N+:11]([O-:13])=[O:12])=[CH:8][CH:9]=2)[C:4]([C:15]2[CH2:20][CH2:19][N:18](C(OC(C)(C)C)=O)[CH2:17][CH:16]=2)=[CH:3]1.[ClH:28]. Product: [ClH:28].[CH3:1][N:2]1[C:10]2[C:5](=[C:6]([CH3:14])[C:7]([N+:11]([O-:13])=[O:12])=[CH:8][CH:9]=2)[C:4]([C:15]2[CH2:20][CH2:19][NH:18][CH2:17][CH:16]=2)=[CH:3]1. The catalyst class is: 12.